This data is from Peptide-MHC class I binding affinity with 185,985 pairs from IEDB/IMGT. The task is: Regression. Given a peptide amino acid sequence and an MHC pseudo amino acid sequence, predict their binding affinity value. This is MHC class I binding data. (1) The peptide sequence is ETPDRLTDQMK. The MHC is H-2-Db with pseudo-sequence H-2-Db. The binding affinity (normalized) is 0. (2) The peptide sequence is VNLYKSGLF. The MHC is H-2-Kb with pseudo-sequence H-2-Kb. The binding affinity (normalized) is 0.554.